Dataset: Full USPTO retrosynthesis dataset with 1.9M reactions from patents (1976-2016). Task: Predict the reactants needed to synthesize the given product. (1) Given the product [F:10][C:7]([F:8])([F:9])[C:6]([NH:14][C:15]1[S:16][C:17]([CH3:20])=[CH:18][N:19]=1)=[O:11], predict the reactants needed to synthesize it. The reactants are: [F:8][C:7]([F:10])([F:9])[C:6](O[C:6](=[O:11])[C:7]([F:10])([F:9])[F:8])=[O:11].[NH2:14][C:15]1[S:16][C:17]([CH3:20])=[CH:18][N:19]=1.[Cl-].[Na+]. (2) Given the product [Br:1][C:2]1[CH:7]=[CH:6][N:5]=[C:4]([N:8]([CH3:15])[C:9](=[O:11])[CH3:10])[CH:3]=1, predict the reactants needed to synthesize it. The reactants are: [Br:1][C:2]1[CH:7]=[CH:6][N:5]=[C:4]([NH:8][C:9](=[O:11])[CH3:10])[CH:3]=1.[H-].[Na+].I[CH3:15].O. (3) Given the product [Cl:1][C:2]1[CH:3]=[CH:4][C:5]2[N:11]3[C:12]([C:15]([F:18])([F:17])[F:16])=[N:13][N:14]=[C:10]3[C@@H:9]([CH2:19][C:20]([OH:22])=[O:21])[O:8][C@H:7]([C:25]3[C:26]([O:31][CH3:32])=[N:27][CH:28]=[CH:29][CH:30]=3)[C:6]=2[CH:33]=1, predict the reactants needed to synthesize it. The reactants are: [Cl:1][C:2]1[CH:3]=[CH:4][C:5]2[N:11]3[C:12]([C:15]([F:18])([F:17])[F:16])=[N:13][N:14]=[C:10]3[C@@H:9]([CH2:19][C:20]([O:22]CC)=[O:21])[O:8][C@H:7]([C:25]3[C:26]([O:31][CH3:32])=[N:27][CH:28]=[CH:29][CH:30]=3)[C:6]=2[CH:33]=1.Cl.O. (4) Given the product [CH3:32][O:31][CH2:30][CH2:29][O:28][C:25]1[CH:24]=[CH:23][C:22]([C:19]2[CH:18]=[CH:17][C:16]([C:13]3[S:12][C:11]([C:9]4[N:10]=[CH:2][C:3]([C:4]([O:6][N:33]5[C:37]6[CH:38]=[CH:39][CH:40]=[CH:41][C:36]=6[N:35]=[N:34]5)=[O:5])=[CH:7][CH:8]=4)=[N:15][N:14]=3)=[CH:21][CH:20]=2)=[CH:27][CH:26]=1, predict the reactants needed to synthesize it. The reactants are: C[C:2]1[N:10]=[C:9]([C:11]2[S:12][C:13]([C:16]3[CH:21]=[CH:20][C:19]([C:22]4[CH:27]=[CH:26][C:25]([O:28][CH2:29][CH2:30][O:31][CH3:32])=[CH:24][CH:23]=4)=[CH:18][CH:17]=3)=[N:14][N:15]=2)[CH:8]=[CH:7][C:3]=1[C:4]([OH:6])=[O:5].[N:33]1(O)[C:37]2[CH:38]=[CH:39][CH:40]=[CH:41][C:36]=2[N:35]=[N:34]1.Cl.CN(C)CCCN=C=NCC. (5) Given the product [CH3:46][N:38]([C:39]1[CH:44]=[CH:43][C:42]([NH:45]/[C:17](/[C:18]2[CH:23]=[CH:22][CH:21]=[CH:20][CH:19]=2)=[C:6]2\[C:5](=[O:27])[NH:4][C:12]3[C:7]\2=[CH:8][CH:9]=[C:10]([C:13]([O:15][CH3:16])=[O:14])[CH:11]=3)=[CH:41][CH:40]=1)[C:36](=[O:37])[CH2:35][N:32]1[CH2:33][CH2:34][N:29]([CH3:28])[CH2:30][CH2:31]1, predict the reactants needed to synthesize it. The reactants are: C([N:4]1[C:12]2[C:7](=[CH:8][CH:9]=[C:10]([C:13]([O:15][CH3:16])=[O:14])[CH:11]=2)[C:6](=[C:17](OCC)[C:18]2[CH:23]=[CH:22][CH:21]=[CH:20][CH:19]=2)[C:5]1=[O:27])(=O)C.[CH3:28][N:29]1[CH2:34][CH2:33][N:32]([CH2:35][C:36]([N:38]([CH3:46])[C:39]2[CH:44]=[CH:43][C:42]([NH2:45])=[CH:41][CH:40]=2)=[O:37])[CH2:31][CH2:30]1.N1CCCCC1.O. (6) Given the product [C:8]([C:4]1[CH:3]=[C:2]([NH:1][C:22](=[O:23])[C:21]2[CH:25]=[CH:26][CH:27]=[C:19]([C:18]([F:17])([F:28])[F:29])[CH:20]=2)[CH:7]=[CH:6][CH:5]=1)(=[O:10])[CH3:9], predict the reactants needed to synthesize it. The reactants are: [NH2:1][C:2]1[CH:3]=[C:4]([C:8](=[O:10])[CH3:9])[CH:5]=[CH:6][CH:7]=1.N1C=CC=CC=1.[F:17][C:18]([F:29])([F:28])[C:19]1[CH:20]=[C:21]([CH:25]=[CH:26][CH:27]=1)[C:22](Cl)=[O:23]. (7) The reactants are: [Br:1][C:2]1[CH:14]=[CH:13][C:12]([F:15])=[CH:11][C:3]=1[O:4][CH:5]1[CH2:10][CH2:9][NH:8][CH2:7][CH2:6]1.[N:16]#[C:17]Br.C(N(CC)CC)C. Given the product [Br:1][C:2]1[CH:14]=[CH:13][C:12]([F:15])=[CH:11][C:3]=1[O:4][CH:5]1[CH2:6][CH2:7][N:8]([C:17]#[N:16])[CH2:9][CH2:10]1, predict the reactants needed to synthesize it. (8) The reactants are: [Cl:1][C:2]1[CH:7]=[CH:6][C:5]([N+:8]([O-])=O)=[CH:4][C:3]=1[CH2:11][OH:12].O.[Sn](Cl)Cl.[OH-].[Na+]. Given the product [NH2:8][C:5]1[CH:6]=[CH:7][C:2]([Cl:1])=[C:3]([CH2:11][OH:12])[CH:4]=1, predict the reactants needed to synthesize it. (9) Given the product [CH:1]1([C:7]2[CH:31]=[CH:30][C:10]([C:11]([N:13]3[C:19]4[CH:20]=[CH:21][CH:22]=[CH:23][C:18]=4[CH2:17][N:16]4[C:24]([C:27](=[O:29])/[CH:28]=[CH:37]/[N:38]([CH3:40])[CH3:39])=[CH:25][CH:26]=[C:15]4[CH2:14]3)=[O:12])=[CH:9][CH:8]=2)[CH2:2][CH2:3][CH2:4][CH2:5][CH2:6]1, predict the reactants needed to synthesize it. The reactants are: [CH:1]1([C:7]2[CH:31]=[CH:30][C:10]([C:11]([N:13]3[C:19]4[CH:20]=[CH:21][CH:22]=[CH:23][C:18]=4[CH2:17][N:16]4[C:24]([C:27](=[O:29])[CH3:28])=[CH:25][CH:26]=[C:15]4[CH2:14]3)=[O:12])=[CH:9][CH:8]=2)[CH2:6][CH2:5][CH2:4][CH2:3][CH2:2]1.C(O[CH:37](N(C)C)[N:38]([CH3:40])[CH3:39])(C)(C)C. (10) Given the product [CH3:19][O:20][C:21]1[CH:26]=[CH:25][CH:24]=[CH:23][C:22]=1[NH:1][C:2]1[CH:3]=[C:4]([CH:14]=[CH:15][C:16]=1[O:17][CH3:18])[C:5]([NH:7][C:8]1[CH:13]=[CH:12][CH:11]=[CH:10][CH:9]=1)=[O:6], predict the reactants needed to synthesize it. The reactants are: [NH2:1][C:2]1[CH:3]=[C:4]([CH:14]=[CH:15][C:16]=1[O:17][CH3:18])[C:5]([NH:7][C:8]1[CH:13]=[CH:12][CH:11]=[CH:10][CH:9]=1)=[O:6].[CH3:19][O:20][C:21]1[CH:26]=[CH:25][CH:24]=[CH:23][C:22]=1[Bi]([C:22]1[CH:23]=[CH:24][CH:25]=[CH:26][C:21]=1[O:20][CH3:19])[C:22]1[CH:23]=[CH:24][CH:25]=[CH:26][C:21]=1[O:20][CH3:19].C(N(CC)CC)C.